This data is from Forward reaction prediction with 1.9M reactions from USPTO patents (1976-2016). The task is: Predict the product of the given reaction. (1) Given the reactants [CH2:1]([C:5]1[CH:6]=[C:7]2[C:12](=[C:13]([O:15][CH:16]3[CH2:21][CH2:20][NH:19][CH2:18][CH2:17]3)[CH:14]=1)[N:11]=[CH:10][CH:9]=[CH:8]2)[CH2:2][CH2:3][CH3:4].[S:22]1(=[O:28])(=[O:27])[CH:26]=[CH:25][CH2:24][CH2:23]1.CO, predict the reaction product. The product is: [CH2:1]([C:5]1[CH:6]=[C:7]2[C:12](=[C:13]([O:15][CH:16]3[CH2:17][CH2:18][N:19]([CH:24]4[CH2:25][CH2:26][S:22](=[O:28])(=[O:27])[CH2:23]4)[CH2:20][CH2:21]3)[CH:14]=1)[N:11]=[CH:10][CH:9]=[CH:8]2)[CH2:2][CH2:3][CH3:4]. (2) Given the reactants [C:1]([C:5]1[N:10]=[C:9]([N:11]2[CH2:16][CH2:15][N:14]([CH2:17][CH2:18][CH2:19][CH2:20][NH2:21])[CH2:13][CH2:12]2)[CH:8]=[C:7]([C:22]([F:25])([F:24])[F:23])[N:6]=1)([CH3:4])([CH3:3])[CH3:2].C1N=CN([C:31]([N:33]2[CH:37]=N[CH:35]=[CH:34]2)=[O:32])C=1.[N:38]1([CH:44]2CCNC[CH2:45]2)[CH2:43][CH2:42][CH2:41][CH2:40][CH2:39]1, predict the reaction product. The product is: [C:1]([C:5]1[N:10]=[C:9]([N:11]2[CH2:16][CH2:15][N:14]([CH2:17][CH2:18][CH2:19][CH2:20][NH:21][C:31]([N:33]3[CH2:34][CH2:35][CH:44]([N:38]4[CH2:43][CH2:42][CH2:41][CH2:40][CH2:39]4)[CH2:45][CH2:37]3)=[O:32])[CH2:13][CH2:12]2)[CH:8]=[C:7]([C:22]([F:24])([F:25])[F:23])[N:6]=1)([CH3:4])([CH3:2])[CH3:3]. (3) Given the reactants [F:1][C:2]1[CH:7]=[C:6](I)[CH:5]=[CH:4][N:3]=1.[CH3:9][O:10][C:11]1[CH:16]=[CH:15][CH:14]=[CH:13][C:12]=1B(O)O.C([O-])([O-])=O.[K+].[K+], predict the reaction product. The product is: [F:1][C:2]1[CH:7]=[C:6]([C:12]2[CH:13]=[CH:14][CH:15]=[CH:16][C:11]=2[O:10][CH3:9])[CH:5]=[CH:4][N:3]=1. (4) Given the reactants [F:1][C:2]1[CH:7]=[CH:6][C:5]([CH2:8][CH2:9]O)=[CH:4][CH:3]=1.[ClH:11], predict the reaction product. The product is: [Cl:11][CH2:9][CH2:8][C:5]1[CH:6]=[CH:7][C:2]([F:1])=[CH:3][CH:4]=1. (5) Given the reactants [Li+].[OH-].[O:3]1[C:7]2[CH:8]=[CH:9][C:10]([C:12]3[N:17]=[C:16]([C:18]([NH:20][C:21]4[C:30]([CH3:31])=[CH:29][C:24]([C:25]([O:27]C)=[O:26])=[CH:23][C:22]=4[CH3:32])=[O:19])[C:15]([CH3:33])=[CH:14][CH:13]=3)=[CH:11][C:6]=2[O:5][CH2:4]1.Cl, predict the reaction product. The product is: [O:3]1[C:7]2[CH:8]=[CH:9][C:10]([C:12]3[N:17]=[C:16]([C:18]([NH:20][C:21]4[C:30]([CH3:31])=[CH:29][C:24]([C:25]([OH:27])=[O:26])=[CH:23][C:22]=4[CH3:32])=[O:19])[C:15]([CH3:33])=[CH:14][CH:13]=3)=[CH:11][C:6]=2[O:5][CH2:4]1.